From a dataset of TCR-epitope binding with 47,182 pairs between 192 epitopes and 23,139 TCRs. Binary Classification. Given a T-cell receptor sequence (or CDR3 region) and an epitope sequence, predict whether binding occurs between them. (1) The epitope is TEKSNIIRGW. The TCR CDR3 sequence is CASSQGTGTFNEQFF. Result: 0 (the TCR does not bind to the epitope). (2) The epitope is RQLLFVVEV. The TCR CDR3 sequence is CASSQAHGGEAFF. Result: 1 (the TCR binds to the epitope). (3) The epitope is KAFSPEVIPMF. The TCR CDR3 sequence is CASSQFDRALHQTQYF. Result: 1 (the TCR binds to the epitope). (4) The epitope is RLRAEAQVK. The TCR CDR3 sequence is CASSEVLDTTDTQYF. Result: 1 (the TCR binds to the epitope). (5) The epitope is QYDPVAALF. The TCR CDR3 sequence is CASSPRDRGEFF. Result: 0 (the TCR does not bind to the epitope). (6) The TCR CDR3 sequence is CASSLGIADNEQFF. Result: 1 (the TCR binds to the epitope). The epitope is KLSYGIATV. (7) The epitope is KLNVGDYFV. The TCR CDR3 sequence is CASSPGTAVLLGTDTQYF. Result: 0 (the TCR does not bind to the epitope). (8) The epitope is EPLPQGQLTAY. The TCR CDR3 sequence is CASSPDGSSYEQYF. Result: 0 (the TCR does not bind to the epitope). (9) The epitope is YLDAYNMMI. The TCR CDR3 sequence is CASSNPRLDATGELFF. Result: 0 (the TCR does not bind to the epitope).